This data is from Reaction yield outcomes from USPTO patents with 853,638 reactions. The task is: Predict the reaction yield, written as a fraction of the theoretical maximum amount of product (1.0 means a 100% yield; for example, 0.34 means a 34% yield). (1) The reactants are [Br:1][C:2]1[CH:18]=[CH:17][C:5]2[C:6]3[N:7]=[C:8]([C:14](O)=O)[S:9][C:10]=3[CH2:11][CH2:12][O:13][C:4]=2[CH:3]=1.C(N(C(C)C)CC)(C)C.CN(C(ON1[N:44]=[N:43][C:38]2[CH:39]=CC=N[C:37]1=2)=[N+](C)C)C.F[P-](F)(F)(F)(F)F.[CH2:52]([O:59][C:60]([NH:62][C:63](=[NH:66])SC)=[O:61])[C:53]1[CH:58]=[CH:57][CH:56]=[CH:55][CH:54]=1.C(=O)(O)[O-].[Na+].Cl.C(NN)(C)C.[OH-].[Na+].[O-]Cl.[Na+]. The catalyst is C1COCC1. The product is [CH2:52]([O:59][C:60](=[O:61])[NH:62][C:63]1[N:66]=[C:14]([C:8]2[S:9][C:10]3[CH2:11][CH2:12][O:13][C:4]4[CH:3]=[C:2]([Br:1])[CH:18]=[CH:17][C:5]=4[C:6]=3[N:7]=2)[N:43]([CH:38]([CH3:37])[CH3:39])[N:44]=1)[C:53]1[CH:58]=[CH:57][CH:56]=[CH:55][CH:54]=1. The yield is 0.570. (2) The reactants are CC1(C)C(C)(C)OB([C:9]2[CH:34]=[CH:33][C:12]([CH2:13][O:14][C:15]3[C:24]4[C:19](=[C:20]([C:25]([F:28])([F:27])[F:26])[CH:21]=[CH:22][CH:23]=4)[N:18]=[C:17]([C:29]([F:32])([F:31])[F:30])[CH:16]=3)=[CH:11][CH:10]=2)O1.[CH3:36][O:37][C:38](=[O:54])[CH:39]([NH:43][S:44]([C:47]1[CH:52]=[CH:51][C:50](Br)=[CH:49][CH:48]=1)(=[O:46])=[O:45])[CH:40]([CH3:42])[CH3:41].C([O-])([O-])=O.[K+].[K+]. The catalyst is COCCOC.C1C=CC([P]([Pd]([P](C2C=CC=CC=2)(C2C=CC=CC=2)C2C=CC=CC=2)([P](C2C=CC=CC=2)(C2C=CC=CC=2)C2C=CC=CC=2)[P](C2C=CC=CC=2)(C2C=CC=CC=2)C2C=CC=CC=2)(C2C=CC=CC=2)C2C=CC=CC=2)=CC=1. The product is [CH3:36][O:37][C:38](=[O:54])[CH:39]([NH:43][S:44]([C:47]1[CH:48]=[CH:49][C:50]([C:9]2[CH:10]=[CH:11][C:12]([CH2:13][O:14][C:15]3[C:24]4[C:19](=[C:20]([C:25]([F:26])([F:28])[F:27])[CH:21]=[CH:22][CH:23]=4)[N:18]=[C:17]([C:29]([F:30])([F:31])[F:32])[CH:16]=3)=[CH:33][CH:34]=2)=[CH:51][CH:52]=1)(=[O:46])=[O:45])[CH:40]([CH3:42])[CH3:41]. The yield is 0.530. (3) The reactants are FC(F)(F)C1C=C(NC(=O)NC2C=CC(C3SC(CCC(OC)=O)=NC=3)=CC=2)C=CC=1.[CH3:32][C:33]1[N:37]=[C:36]([CH2:38][CH:39]2[CH2:44][CH2:43][CH:42]([C:45]3[S:46][C:47]([C:50]4[CH:56]=[CH:55][C:53]([NH2:54])=[CH:52][CH:51]=4)=[CH:48][N:49]=3)[CH2:41][CH2:40]2)[O:35][N:34]=1.[Cl:57][C:58]1[CH:63]=[CH:62][CH:61]=[CH:60][C:59]=1[N:64]=[C:65]=[O:66]. No catalyst specified. The product is [Cl:57][C:58]1[CH:63]=[CH:62][CH:61]=[CH:60][C:59]=1[NH:64][C:65]([NH:54][C:53]1[CH:52]=[CH:51][C:50]([C:47]2[S:46][C:45]([CH:42]3[CH2:43][CH2:44][CH:39]([CH2:38][C:36]4[O:35][N:34]=[C:33]([CH3:32])[N:37]=4)[CH2:40][CH2:41]3)=[N:49][CH:48]=2)=[CH:56][CH:55]=1)=[O:66]. The yield is 0.820. (4) The reactants are [OH:1][C:2]1[CH:7]=[CH:6][C:5]([C:8]2[C:12]([NH:13][C:14](=[O:25])[O:15][CH:16]([C:18]3[CH:23]=[CH:22][CH:21]=[CH:20][C:19]=3[Cl:24])[CH3:17])=[CH:11][O:10][N:9]=2)=[CH:4][CH:3]=1.C(=O)([O-])[O-].[K+].[K+].Br[CH2:33][CH2:34][CH2:35][CH2:36][C:37]([O:39][CH2:40][CH3:41])=[O:38].O. The catalyst is CN(C)C=O. The product is [Cl:24][C:19]1[CH:20]=[CH:21][CH:22]=[CH:23][C:18]=1[CH:16]([O:15][C:14]([NH:13][C:12]1[C:8]([C:5]2[CH:4]=[CH:3][C:2]([O:1][CH2:33][CH2:34][CH2:35][CH2:36][C:37]([O:39][CH2:40][CH3:41])=[O:38])=[CH:7][CH:6]=2)=[N:9][O:10][CH:11]=1)=[O:25])[CH3:17]. The yield is 0.550.